This data is from Forward reaction prediction with 1.9M reactions from USPTO patents (1976-2016). The task is: Predict the product of the given reaction. (1) Given the reactants [Cl:1][C:2]1[N:7]=[CH:6][C:5]2[C:8]([CH3:12])([CH3:11])[CH2:9][NH:10][C:4]=2[CH:3]=1.[C:13](OC([O-])=O)([O:15][C:16]([CH3:19])([CH3:18])[CH3:17])=[O:14].O, predict the reaction product. The product is: [C:16]([O:15][C:13]([N:10]1[C:4]2[CH:3]=[C:2]([Cl:1])[N:7]=[CH:6][C:5]=2[C:8]([CH3:12])([CH3:11])[CH2:9]1)=[O:14])([CH3:19])([CH3:18])[CH3:17]. (2) The product is: [NH2:15][C@@H:16]([CH:39]([CH3:40])[CH3:41])[C:17]([N:19]([C@@H:23]([CH:36]([CH3:38])[CH3:37])[CH2:24][C@H:25]([C:27]1[S:28][CH:29]=[C:30]([C:32]([O:34][CH3:35])=[O:33])[N:31]=1)[OH:26])[CH2:20][CH2:21][CH3:22])=[O:18]. Given the reactants C(O)(C(F)(F)F)=O.C(OC([NH:15][C@@H:16]([CH:39]([CH3:41])[CH3:40])[C:17]([N:19]([C@@H:23]([CH:36]([CH3:38])[CH3:37])[CH2:24][C@H:25]([C:27]1[S:28][CH:29]=[C:30]([C:32]([O:34][CH3:35])=[O:33])[N:31]=1)[OH:26])[CH2:20][CH2:21][CH3:22])=[O:18])=O)(C)(C)C, predict the reaction product. (3) Given the reactants [Br:1][C:2]1[CH:7]=[CH:6][C:5]([C:8](=[O:10])[CH3:9])=[CH:4][C:3]=1[CH3:11].B1(C)OC(C2C=CC=CC=2)(C2C=CC=CC=2)[C@H]2N1CCC2.CSC.B.C(O)(=O)C, predict the reaction product. The product is: [Br:1][C:2]1[CH:7]=[CH:6][C:5]([C@H:8]([OH:10])[CH3:9])=[CH:4][C:3]=1[CH3:11]. (4) Given the reactants [OH:1][C:2]([CH3:35])([CH3:34])[CH2:3][C@@:4]1([C:28]2[CH:33]=[CH:32][CH:31]=[CH:30][CH:29]=2)[O:9][C:8](=[O:10])[N:7]([C@H:11]([C:13]2[CH:18]=[CH:17][C:16](B3OC(C)(C)C(C)(C)O3)=[CH:15][CH:14]=2)[CH3:12])[CH2:6][CH2:5]1.Br[C:37]1[CH:38]=[N:39][C:40]([N:43]2[CH:47]=[CH:46][N:45]=[C:44]2[CH3:48])=[N:41][CH:42]=1, predict the reaction product. The product is: [OH:1][C:2]([CH3:34])([CH3:35])[CH2:3][C@@:4]1([C:28]2[CH:33]=[CH:32][CH:31]=[CH:30][CH:29]=2)[O:9][C:8](=[O:10])[N:7]([C@H:11]([C:13]2[CH:14]=[CH:15][C:16]([C:37]3[CH:38]=[N:39][C:40]([N:43]4[CH:47]=[CH:46][N:45]=[C:44]4[CH3:48])=[N:41][CH:42]=3)=[CH:17][CH:18]=2)[CH3:12])[CH2:6][CH2:5]1. (5) Given the reactants [N:1]1[CH:6]=[CH:5][CH:4]=[CH:3][C:2]=1[C:7]1[CH2:8][CH2:9][N:10]([C:13]([O:15][C:16]([CH3:19])([CH3:18])[CH3:17])=[O:14])[CH2:11][CH:12]=1.O.BrN1C(=[O:27])CCC1=O.[OH-].[Na+], predict the reaction product. The product is: [N:1]1[CH:6]=[CH:5][CH:4]=[CH:3][C:2]=1[C:7]12[O:27][CH:8]1[CH2:9][N:10]([C:13]([O:15][C:16]([CH3:19])([CH3:18])[CH3:17])=[O:14])[CH2:11][CH2:12]2. (6) Given the reactants [CH2:1]([O:8][C@@H:9]1[C@@H:14]([O:15][CH2:16][C:17]2[CH:22]=[CH:21][CH:20]=[CH:19][CH:18]=2)[C@@H:13]([O:23][CH2:24][C:25]2[CH:30]=[CH:29][CH:28]=[CH:27][CH:26]=2)[C@@H:12]([CH2:31][O:32][CH2:33][C:34]2[CH:39]=[CH:38][CH:37]=[CH:36][CH:35]=2)[O:11][C@:10]21[C:47]1[CH:46]=[C:45]3[C:48]([C:55]4[CH:60]=[CH:59][C:58]([CH2:61][CH3:62])=[CH:57][CH:56]=4)=[C:49]([Si](C)(C)C)[S:50][C:44]3=[CH:43][C:42]=1[CH2:41][O:40]2)[C:2]1[CH:7]=[CH:6][CH:5]=[CH:4][CH:3]=1.[F-].C([N+](CCCC)(CCCC)CCCC)CCC.O1CCCC1.[Cl-].[NH4+], predict the reaction product. The product is: [CH2:1]([O:8][C@@H:9]1[C@@H:14]([O:15][CH2:16][C:17]2[CH:22]=[CH:21][CH:20]=[CH:19][CH:18]=2)[C@@H:13]([O:23][CH2:24][C:25]2[CH:26]=[CH:27][CH:28]=[CH:29][CH:30]=2)[C@@H:12]([CH2:31][O:32][CH2:33][C:34]2[CH:39]=[CH:38][CH:37]=[CH:36][CH:35]=2)[O:11][C@:10]21[C:47]1[CH:46]=[C:45]3[C:48]([C:55]4[CH:56]=[CH:57][C:58]([CH2:61][CH3:62])=[CH:59][CH:60]=4)=[CH:49][S:50][C:44]3=[CH:43][C:42]=1[CH2:41][O:40]2)[C:2]1[CH:7]=[CH:6][CH:5]=[CH:4][CH:3]=1. (7) Given the reactants [NH2:1][C:2]1[C:7](Br)=[CH:6][CH:5]=[CH:4][N:3]=1.[C:9]1(B(O)O)[CH:14]=[CH:13][CH:12]=[CH:11][CH:10]=1.C(=O)(O)[O-].[Na+].O1CCOCC1, predict the reaction product. The product is: [NH2:1][C:2]1[C:7]([C:9]2[CH:14]=[CH:13][CH:12]=[CH:11][CH:10]=2)=[CH:6][CH:5]=[CH:4][N:3]=1. (8) Given the reactants [Cl:1][C:2]1[CH:3]=[N:4][C:5]2[C:10]([CH:11]=1)=[CH:9][C:8]([CH2:12][C:13]1[CH:14]=[C:15]([CH:19]=[C:20]([CH3:22])[N:21]=1)[C:16]([O-:18])=[O:17])=[CH:7][CH:6]=2.[Li+].[OH-], predict the reaction product. The product is: [Cl:1][C:2]1[CH:3]=[N:4][C:5]2[C:10]([CH:11]=1)=[CH:9][C:8]([CH2:12][C:13]1[CH:14]=[C:15]([CH:19]=[C:20]([CH3:22])[N:21]=1)[C:16]([OH:18])=[O:17])=[CH:7][CH:6]=2. (9) Given the reactants C(Cl)(=O)C(Cl)=O.[N+:7]([C:10]1[CH:11]=[C:12]([CH:16]=[CH:17][C:18]=1[CH2:19][CH3:20])[C:13]([OH:15])=O)([O-])=O.CN(C=O)C.[F:26][C:27]1[CH:28]=[C:29]([CH:31]=[CH:32][C:33]=1[F:34])[NH2:30], predict the reaction product. The product is: [NH2:7][C:10]1[CH:11]=[C:12]([CH:16]=[CH:17][C:18]=1[CH2:19][CH3:20])[C:13]([NH:30][C:29]1[CH:31]=[CH:32][C:33]([F:34])=[C:27]([F:26])[CH:28]=1)=[O:15]. (10) Given the reactants [F-].[K+].[NH2:3][CH2:4][C:5]1[N:10]=[C:9]([CH3:11])[N:8]=[C:7]([O:12][C:13]2[CH:18]=[CH:17][C:16]([CH2:19][S:20]([NH:23][CH3:24])(=[O:22])=[O:21])=[CH:15][CH:14]=2)[CH:6]=1.Cl[C:26]1[N:31]=[CH:30][C:29]([Cl:32])=[CH:28][N:27]=1, predict the reaction product. The product is: [Cl:32][C:29]1[CH:28]=[N:27][C:26]([NH:3][CH2:4][C:5]2[N:10]=[C:9]([CH3:11])[N:8]=[C:7]([O:12][C:13]3[CH:14]=[CH:15][C:16]([CH2:19][S:20]([NH:23][CH3:24])(=[O:22])=[O:21])=[CH:17][CH:18]=3)[CH:6]=2)=[N:31][CH:30]=1.